The task is: Predict the reaction yield, written as a fraction of the theoretical maximum amount of product (1.0 means a 100% yield; for example, 0.34 means a 34% yield).. This data is from Reaction yield outcomes from USPTO patents with 853,638 reactions. (1) The reactants are C([O:3][P:4]([CH:9]([C:36]#[N:37])[CH2:10][C:11]([CH2:34][CH3:35])=[CH:12][CH2:13][C:14]1[C:15]([O:27]CC[Si](C)(C)C)=[C:16]2[C:20](=[C:21]([CH3:25])[C:22]=1[O:23][CH3:24])[CH2:19][O:18][C:17]2=[O:26])(=[O:8])[O:5]CC)C. The catalyst is C(O)(C(F)(F)F)=O.C(Cl)Cl. The product is [C:36]([CH:9]([P:4](=[O:3])([OH:5])[OH:8])[CH2:10][C:11]([CH2:34][CH3:35])=[CH:12][CH2:13][C:14]1[C:15]([OH:27])=[C:16]2[C:20](=[C:21]([CH3:25])[C:22]=1[O:23][CH3:24])[CH2:19][O:18][C:17]2=[O:26])#[N:37]. The yield is 0.610. (2) The reactants are [I:1][C:2]1[C:10]2[C:5](=[N:6][CH:7]=[N:8][C:9]=2[NH2:11])[NH:4][N:3]=1.Cl[CH2:13][C:14]1[N:18]([C:19]2[CH:24]=[CH:23][CH:22]=[CH:21][CH:20]=2)[C:17]2[CH:25]=[CH:26][CH:27]=[CH:28][C:16]=2[N:15]=1.C([O-])([O-])=O.[K+].[K+].O. The catalyst is CS(C)=O. The yield is 0.520. The product is [I:1][C:2]1[C:10]2[C:5](=[N:6][CH:7]=[N:8][C:9]=2[NH2:11])[N:4]([CH2:13][C:14]2[N:18]([C:19]3[CH:24]=[CH:23][CH:22]=[CH:21][CH:20]=3)[C:17]3[CH:25]=[CH:26][CH:27]=[CH:28][C:16]=3[N:15]=2)[N:3]=1. (3) The reactants are Cl[C:2]1[N:7]=[C:6]([C:8]2[S:12][C:11]([CH:13]([CH3:15])[CH3:14])=[N:10][C:9]=2[C:16]2[CH:17]=[CH:18][C:19]([F:34])=[C:20]([NH:22][S:23]([C:26]3[C:31]([F:32])=[CH:30][CH:29]=[CH:28][C:27]=3[F:33])(=[O:25])=[O:24])[CH:21]=2)[CH:5]=[CH:4][N:3]=1.[NH2:35][CH2:36][CH2:37][CH2:38][N:39]1[CH2:43][CH2:42][CH2:41][C:40]1=[O:44]. No catalyst specified. The product is [F:33][C:27]1[CH:28]=[CH:29][CH:30]=[C:31]([F:32])[C:26]=1[S:23]([NH:22][C:20]1[CH:21]=[C:16]([C:9]2[N:10]=[C:11]([CH:13]([CH3:15])[CH3:14])[S:12][C:8]=2[C:6]2[CH:5]=[CH:4][N:3]=[C:2]([NH:35][CH2:36][CH2:37][CH2:38][N:39]3[CH2:43][CH2:42][CH2:41][C:40]3=[O:44])[N:7]=2)[CH:17]=[CH:18][C:19]=1[F:34])(=[O:25])=[O:24]. The yield is 0.370. (4) The reactants are [OH:1][CH2:2][C:3]1[NH:4][C:5]2[C:10]([CH:11]=1)=[CH:9][CH:8]=[CH:7][C:6]=2[NH:12][S:13]([C:16]1[S:17][CH:18]=[CH:19][CH:20]=1)(=[O:15])=[O:14]. The catalyst is [O-2].[O-2].[Mn+4].O1CCCC1. The product is [CH:2]([C:3]1[NH:4][C:5]2[C:10]([CH:11]=1)=[CH:9][CH:8]=[CH:7][C:6]=2[NH:12][S:13]([C:16]1[S:17][CH:18]=[CH:19][CH:20]=1)(=[O:14])=[O:15])=[O:1]. The yield is 0.0900. (5) The reactants are CCN=C=NCCCN(C)C.Cl.Cl.[CH3:14][O:15][C:16](=[O:24])[C@@H:17]([NH2:23])[C@H:18]([N:20]=[N+:21]=[N-:22])[CH3:19].C1C=CC2N(O)N=NC=2C=1.[CH2:35]([C:37]1[CH:42]=[CH:41][C:40]([C:43]2[CH:48]=[CH:47][C:46]([C:49](O)=[O:50])=[CH:45][CH:44]=2)=[CH:39][CH:38]=1)[CH3:36].CCN(C(C)C)C(C)C. The catalyst is C(Cl)Cl.CCCCCC.CCOC(C)=O. The product is [CH3:14][O:15][C:16](=[O:24])[C@@H:17]([NH:23][C:49]([C:46]1[CH:45]=[CH:44][C:43]([C:40]2[CH:41]=[CH:42][C:37]([CH2:35][CH3:36])=[CH:38][CH:39]=2)=[CH:48][CH:47]=1)=[O:50])[C@H:18]([N:20]=[N+:21]=[N-:22])[CH3:19]. The yield is 0.670.